Task: Predict the reactants needed to synthesize the given product.. Dataset: Full USPTO retrosynthesis dataset with 1.9M reactions from patents (1976-2016) (1) Given the product [CH2:19]([CH:18]([C:17]1[N:12]2[N:11]=[C:10]([CH3:24])[C:9]([C:7]3[S:8][C:4]([NH:1][C:26](=[O:28])[CH3:27])=[CH:5][C:6]=3[CH3:25])=[C:13]2[N:14]=[C:15]([CH3:23])[CH:16]=1)[CH2:21][CH3:22])[CH3:20], predict the reactants needed to synthesize it. The reactants are: [N+:1]([C:4]1[S:8][C:7]([C:9]2[C:10]([CH3:24])=[N:11][N:12]3[C:17]([CH:18]([CH2:21][CH3:22])[CH2:19][CH3:20])=[CH:16][C:15]([CH3:23])=[N:14][C:13]=23)=[C:6]([CH3:25])[CH:5]=1)([O-])=O.[C:26](Cl)(=[O:28])[CH3:27].ClCCl. (2) Given the product [CH2:41]([C@H:23]([NH:22][C:18]([C:15]1[N:4]2[CH2:5][CH2:6][N:7]([CH:8]([CH2:9][CH2:10][CH3:11])[CH2:12][CH2:13][CH3:14])[C:2](=[O:1])[C:3]2=[CH:17][CH:16]=1)=[O:20])[C@H:24]([OH:40])[CH2:25][NH:26][C:27]1([C:30]2[CH:35]=[CH:34][CH:33]=[C:32]([C:36]([F:37])([F:38])[F:39])[CH:31]=2)[CH2:28][CH2:29]1)[C:42]1[CH:47]=[CH:46][CH:45]=[CH:44][CH:43]=1, predict the reactants needed to synthesize it. The reactants are: [O:1]=[C:2]1[N:7]([CH:8]([CH2:12][CH2:13][CH3:14])[CH2:9][CH2:10][CH3:11])[CH2:6][CH2:5][N:4]2[C:15]([C:18]([OH:20])=O)=[CH:16][CH:17]=[C:3]12.Cl.[NH2:22][C@@H:23]([CH2:41][C:42]1[CH:47]=[CH:46][CH:45]=[CH:44][CH:43]=1)[C@H:24]([OH:40])[CH2:25][NH:26][C:27]1([C:30]2[CH:35]=[CH:34][CH:33]=[C:32]([C:36]([F:39])([F:38])[F:37])[CH:31]=2)[CH2:29][CH2:28]1.Cl.CN(C)CCCN=C=NCC.C(N(CC)C(C)C)(C)C.